From a dataset of Peptide-MHC class II binding affinity with 134,281 pairs from IEDB. Regression. Given a peptide amino acid sequence and an MHC pseudo amino acid sequence, predict their binding affinity value. This is MHC class II binding data. The peptide sequence is FSQPKQEFPQPQ. The MHC is HLA-DQA10501-DQB10201 with pseudo-sequence HLA-DQA10501-DQB10201. The binding affinity (normalized) is 0.